Dataset: Full USPTO retrosynthesis dataset with 1.9M reactions from patents (1976-2016). Task: Predict the reactants needed to synthesize the given product. (1) The reactants are: [Cl:1][C:2]1[CH:3]=[N:4][C:5]2[N:6]([N:8]=[C:9]([C:11]([OH:13])=O)[CH:10]=2)[CH:7]=1.[CH3:14][CH:15]1[C:24]2[C:19](=[C:20]([NH:25][C:26](=[O:28])[CH3:27])[CH:21]=[CH:22][CH:23]=2)[CH2:18][CH2:17][NH:16]1. Given the product [Cl:1][C:2]1[CH:3]=[N:4][C:5]2[N:6]([N:8]=[C:9]([C:11]([N:16]3[CH2:17][CH2:18][C:19]4[C:24](=[CH:23][CH:22]=[CH:21][C:20]=4[NH:25][C:26](=[O:28])[CH3:27])[CH:15]3[CH3:14])=[O:13])[CH:10]=2)[CH:7]=1, predict the reactants needed to synthesize it. (2) Given the product [CH:1]1([CH:7]([NH:24][C:25]2[CH:34]=[CH:33][C:28]([C:29]([OH:31])=[O:30])=[CH:27][CH:26]=2)[C:8]2[S:9][C:10]([C:14]3[CH:19]=[CH:18][C:17]([C:20]([F:22])([F:21])[F:23])=[CH:16][CH:15]=3)=[CH:11][C:12]=2[CH3:13])[CH2:6][CH2:5][CH2:4][CH2:3][CH2:2]1, predict the reactants needed to synthesize it. The reactants are: [CH:1]1([CH:7]([NH:24][C:25]2[CH:34]=[CH:33][C:28]([C:29]([O:31]C)=[O:30])=[CH:27][CH:26]=2)[C:8]2[S:9][C:10]([C:14]3[CH:19]=[CH:18][C:17]([C:20]([F:23])([F:22])[F:21])=[CH:16][CH:15]=3)=[CH:11][C:12]=2[CH3:13])[CH2:6][CH2:5][CH2:4][CH2:3][CH2:2]1.[OH-].[Li+].O.Cl. (3) Given the product [F:41][C:23]1[C:24]([NH:26][C:27]2[CH:32]=[CH:31][C:30]([N:33]3[CH2:34][CH2:35][O:36][CH2:37][CH2:38]3)=[CH:29][C:28]=2[O:39][CH3:40])=[N:25][C:20]([NH:1][C:2]2[C:16]([O:17][CH3:18])=[CH:15][C:5]3[CH2:6][CH2:7][N:8]([CH2:11][C:12]([NH2:14])=[O:13])[CH2:9][CH2:10][C:4]=3[CH:3]=2)=[N:21][CH:22]=1, predict the reactants needed to synthesize it. The reactants are: [NH2:1][C:2]1[C:16]([O:17][CH3:18])=[CH:15][C:5]2[CH2:6][CH2:7][N:8]([CH2:11][C:12]([NH2:14])=[O:13])[CH2:9][CH2:10][C:4]=2[CH:3]=1.Cl[C:20]1[N:25]=[C:24]([NH:26][C:27]2[CH:32]=[CH:31][C:30]([N:33]3[CH2:38][CH2:37][O:36][CH2:35][CH2:34]3)=[CH:29][C:28]=2[O:39][CH3:40])[C:23]([F:41])=[CH:22][N:21]=1. (4) Given the product [N:24]1([CH2:30][CH2:31][NH:32][C:7]([C:6]2[C:5]3[CH:10]=[CH:11][C:12]([O:14][C:15]4[CH:20]=[CH:19][N:18]=[C:17]5[CH:21]=[CH:22][S:23][C:16]=45)=[CH:13][C:4]=3[O:3][C:2]=2[CH3:1])=[O:9])[CH2:29][CH2:28][O:27][CH2:26][CH2:25]1, predict the reactants needed to synthesize it. The reactants are: [CH3:1][C:2]1[O:3][C:4]2[CH:13]=[C:12]([O:14][C:15]3[CH:20]=[CH:19][N:18]=[C:17]4[CH:21]=[CH:22][S:23][C:16]=34)[CH:11]=[CH:10][C:5]=2[C:6]=1[C:7]([OH:9])=O.[N:24]1([CH2:30][CH2:31][NH2:32])[CH2:29][CH2:28][O:27][CH2:26][CH2:25]1. (5) Given the product [C:30]([O:1][CH:2]([CH2:18][CH2:19][CH2:20][CH2:21][CH2:22][CH3:23])[CH2:3][CH2:4][CH2:5][CH2:6][CH2:7][CH2:8][CH2:9][CH2:10][CH2:11][CH2:12][C:13]([O:15][CH2:16][CH3:17])=[O:14])(=[O:48])[CH2:31][CH2:32][CH2:33][CH2:34][CH2:35][CH2:36][CH2:37][CH2:38][CH2:39][CH2:40][CH2:41][CH2:42][CH2:43][CH2:44][CH2:45][CH2:46][CH3:47], predict the reactants needed to synthesize it. The reactants are: [OH:1][CH:2]([CH2:18][CH2:19][CH2:20][CH2:21][CH2:22][CH3:23])[CH2:3][CH2:4][CH2:5][CH2:6][CH2:7][CH2:8][CH2:9][CH2:10][CH2:11][CH2:12][C:13]([O:15][CH2:16][CH3:17])=[O:14].N1C=CC=CC=1.[C:30](Cl)(=[O:48])[CH2:31][CH2:32][CH2:33][CH2:34][CH2:35][CH2:36][CH2:37][CH2:38][CH2:39][CH2:40][CH2:41][CH2:42][CH2:43][CH2:44][CH2:45][CH2:46][CH3:47].O. (6) Given the product [OH:10][CH:8]([C:5]1[N:6]=[CH:7][C:2]([C:13]2[CH:14]=[C:15]([CH:19]=[C:20]([NH:22][C:23]3[N:28]=[C:27]([C:29]([F:32])([F:31])[F:30])[CH:26]=[CH:25][N:24]=3)[CH:21]=2)[C:16]([OH:18])=[O:17])=[CH:3][CH:4]=1)[CH3:9], predict the reactants needed to synthesize it. The reactants are: Br[C:2]1[CH:3]=[CH:4][C:5]([CH:8]([OH:10])[CH3:9])=[N:6][CH:7]=1.OB(O)[C:13]1[CH:14]=[C:15]([CH:19]=[C:20]([NH:22][C:23]2[N:28]=[C:27]([C:29]([F:32])([F:31])[F:30])[CH:26]=[CH:25][N:24]=2)[CH:21]=1)[C:16]([OH:18])=[O:17].C(=O)([O-])[O-].[Na+].[Na+]. (7) Given the product [CH3:80][N:79]1[C:77]([CH2:76][O:12][C:10]2[CH:124]=[CH:134][C:7]([CH2:6][CH:5]3[S:4][C:100](=[O:101])[NH:102][C:1]3=[O:151])=[CH:8][CH:9]=2)=[N:19][C:14]2[CH:15]=[CH:37][C:36]([O:35][CH3:34])=[CH:41][C:17]1=2, predict the reactants needed to synthesize it. The reactants are: [CH2:1]1[C@@H:5]([CH2:6][CH2:7][CH2:8][CH2:9][C:10]([OH:12])=O)[S:4]SC1.C(O)[C:14]([NH2:19])([CH2:17]O)[CH2:15]O.CC1OC(C2C=CC=CC=2)=NC=1C[CH2:34][O:35][C:36]1[CH:37]=CC(C[C@H](NC2C=CC=CC=2C(C2C=CC=CC=2)=O)C(O)=O)=C[CH:41]=1.CCCCCS(NC(C1C=C[C:76]2N=[C:80](C)[N:79](CC3C=CC(Cl)=CC=3Cl)[C:77]=2C=1)=O)(=O)=O.COC1C=CC(CC2SC(=O)NC2=O)=CC=1[C:100]([NH:102]CC1C=CC(C(F)(F)F)=CC=1)=[O:101].CN1C(=O)C2C(=CC=CC=2)N=[C:124]1[CH2:134]OC1C=CC(CC2SC(=O)NC2=O)=CC=1.C[O:151]C(C1C=CC=C(C(F)(F)F)C=1)CNCCOC(C1C=CC(CCNC(CC2C3C(=CC=CC=3)C3C2=CC=CC=3)=O)=CC=1)=O.C[C@H](C(NO)=O)[C@H](C(N[C@H](C(NC)=O)C1C=CC=CC=1)=O)CC(C)C.C1C(C(NC2C=CC(CC3SC(=O)NC3=O)=CC=2)=O)(C2C=CC=CC=2)C1.CCO[C@H](C(O)=O)CC1C=CC(OCCN2C3C(=CC=CC=3)OC3C2=CC=CC=3)=CC=1.CC(OC1C=CC(CCCN(C(NC2C=CC=C(Cl)C=2Cl)=O)CCC2C(Cl)=CC=CC=2F)=CC=1)(C(O)=O)C.CC(C1NC2C(=CC=CC=2)C=1C1C(=O)C(O)=C(C2C3C(=CC=CC=3)NC=2C(C=C)(C)C)C(=O)C=1O)(C=C)C.CC(C)=CCC1C2NC=C(C3C(=O)C(O)=C(C4C5C(=CC=CC=5)NC=4C(C=C)(C)C)C(=O)C=3O)C=2C=CC=1. (8) Given the product [Br:30][CH2:8][CH2:7][C:5]1[S:6][C:2]([Cl:1])=[CH:3][CH:4]=1, predict the reactants needed to synthesize it. The reactants are: [Cl:1][C:2]1[S:6][C:5]([CH2:7][CH2:8]O)=[CH:4][CH:3]=1.C1(P(C2C=CC=CC=2)C2C=CC=CC=2)C=CC=CC=1.C(Br)(Br)(Br)[Br:30].CCOCC. (9) Given the product [Cl:1][C:2]1[CH:7]=[CH:6][C:5]([CH:8]([C:26]2[CH:27]=[CH:28][C:29]([Cl:32])=[CH:30][CH:31]=2)[C:9]2[CH:10]=[C:11]3[C:16](=[CH:17][CH:18]=2)[N:15]=[CH:14][N:13]=[C:12]3[NH:19][CH:20]2[CH2:21][CH2:22][N:23]([CH2:45][C:46]3[CH:47]=[C:48]([CH:53]=[CH:54][CH:55]=3)[C:49]([O:51][CH3:52])=[O:50])[CH2:24][CH2:25]2)=[CH:4][CH:3]=1, predict the reactants needed to synthesize it. The reactants are: [Cl:1][C:2]1[CH:7]=[CH:6][C:5]([CH:8]([C:26]2[CH:31]=[CH:30][C:29]([Cl:32])=[CH:28][CH:27]=2)[C:9]2[CH:10]=[C:11]3[C:16](=[CH:17][CH:18]=2)[N:15]=[CH:14][N:13]=[C:12]3[NH:19][CH:20]2[CH2:25][CH2:24][NH:23][CH2:22][CH2:21]2)=[CH:4][CH:3]=1.CN(C)C=O.C(=O)([O-])[O-].[K+].[K+].Br[CH2:45][C:46]1[CH:47]=[C:48]([CH:53]=[CH:54][CH:55]=1)[C:49]([O:51][CH3:52])=[O:50].